Dataset: Full USPTO retrosynthesis dataset with 1.9M reactions from patents (1976-2016). Task: Predict the reactants needed to synthesize the given product. (1) Given the product [Cl:19][C:20]1[CH:25]=[CH:24][N:23]=[C:22]([C:26]([NH:8][CH:5]2[CH2:6][CH2:7][N:2]([CH3:1])[CH2:3][CH2:4]2)=[O:27])[CH:21]=1, predict the reactants needed to synthesize it. The reactants are: [CH3:1][N:2]1[CH2:7][CH2:6][CH:5]([NH2:8])[CH2:4][CH2:3]1.CCN(C(C)C)C(C)C.Cl.[Cl:19][C:20]1[CH:25]=[CH:24][N:23]=[C:22]([C:26](Cl)=[O:27])[CH:21]=1. (2) Given the product [CH2:23]([O:22][C:20](=[O:21])[CH:19]([O:9][C:6]1[CH:5]=[CH:4][C:3]([C:2]([F:10])([F:11])[F:1])=[CH:8][CH:7]=1)[CH3:25])[CH3:24], predict the reactants needed to synthesize it. The reactants are: [F:1][C:2]([F:11])([F:10])[C:3]1[CH:8]=[CH:7][C:6]([OH:9])=[CH:5][CH:4]=1.C([O-])([O-])=O.[Cs+].[Cs+].Br[CH:19]([CH3:25])[C:20]([O:22][CH2:23][CH3:24])=[O:21]. (3) Given the product [F:1][C:2]1[CH:29]=[CH:28][CH:27]=[C:26]([F:30])[C:3]=1[C:4]([N:6]([CH3:33])[C:7]([N:9]([C:11]1[CH:16]=[CH:15][C:14]([S:17][C:18]([F:23])([F:22])[CH:19]([F:21])[F:20])=[C:13]([CH3:24])[C:12]=1[CH3:25])[CH3:10])=[O:8])=[O:5], predict the reactants needed to synthesize it. The reactants are: [F:1][C:2]1[CH:29]=[CH:28][CH:27]=[C:26]([F:30])[C:3]=1[C:4]([NH:6][C:7]([N:9]([C:11]1[CH:16]=[CH:15][C:14]([S:17][C:18]([F:23])([F:22])[CH:19]([F:21])[F:20])=[C:13]([CH3:24])[C:12]=1[CH3:25])[CH3:10])=[O:8])=[O:5].[H-].[Na+].[CH3:33]I.[Cl-].[NH4+]. (4) Given the product [NH2:1][C:2]1[C:3]([C:14]([NH:17][C:18]2[CH:19]=[N:20][CH:21]=[CH:22][C:23]=2[CH:24]2[CH2:29][CH2:28][CH2:27][CH:26]([NH2:30])[CH2:25]2)=[O:16])=[N:4][C:5]2[C:10]([CH:11]=1)=[CH:9][CH:8]=[C:7]([CH2:12][CH3:13])[CH:6]=2, predict the reactants needed to synthesize it. The reactants are: [NH2:1][C:2]1[C:3]([C:14]([OH:16])=O)=[N:4][C:5]2[C:10]([CH:11]=1)=[CH:9][CH:8]=[C:7]([CH2:12][CH3:13])[CH:6]=2.[NH2:17][C:18]1[CH:19]=[N:20][CH:21]=[CH:22][C:23]=1[CH:24]1[CH2:29][CH2:28][CH2:27][CH:26]([N:30]2C(=O)C3C(=CC=CC=3)C2=O)[CH2:25]1.CN(C(ON1N=NC2C=CC=NC1=2)=[N+](C)C)C.F[P-](F)(F)(F)(F)F.CCN(C(C)C)C(C)C.[OH-].[Na+].NN. (5) Given the product [F:11][C:9]([F:12])([F:10])[C:7]1[CH:6]=[C:5]([C:13]2[N:17]=[CH:16][N:15](/[CH:18]=[CH:19]\[C:20]([NH:26][NH:25][C:27]3[CH:32]=[CH:31][C:30]([CH3:33])=[CH:29][N:28]=3)=[O:21])[N:14]=2)[CH:4]=[C:3]([C:2]([F:24])([F:23])[F:1])[CH:8]=1, predict the reactants needed to synthesize it. The reactants are: [F:1][C:2]([F:24])([F:23])[C:3]1[CH:4]=[C:5]([C:13]2[N:17]=[CH:16][N:15](/[CH:18]=[CH:19]\[C:20](O)=[O:21])[N:14]=2)[CH:6]=[C:7]([C:9]([F:12])([F:11])[F:10])[CH:8]=1.[NH:25]([C:27]1[CH:32]=[CH:31][C:30]([CH3:33])=[CH:29][N:28]=1)[NH2:26].C(P1(=O)OP(CCC)(=O)OP(CCC)(=O)O1)CC.CCN(C(C)C)C(C)C.